Dataset: Reaction yield outcomes from USPTO patents with 853,638 reactions. Task: Predict the reaction yield, written as a fraction of the theoretical maximum amount of product (1.0 means a 100% yield; for example, 0.34 means a 34% yield). (1) The reactants are C([O:3][C:4]([C:6]1[N:7](S(C)(=O)=O)[CH:8]=[C:9]([N:11]=[CH:12][C:13]2[CH:18]=[CH:17][CH:16]=[C:15]([F:19])[C:14]=2[F:20])[CH:10]=1)=[O:5])C.CO.CC1C=CC(S([CH2:37][N+:38]#[C-:39])(=O)=O)=CC=1.C([O-])([O-])=O.[K+].[K+]. The product is [F:20][C:14]1[C:15]([F:19])=[CH:16][CH:17]=[CH:18][C:13]=1[C:12]1[N:11]([C:9]2[CH:10]=[C:6]([C:4]([OH:3])=[O:5])[NH:7][CH:8]=2)[CH:39]=[N:38][CH:37]=1. The yield is 0.120. The catalyst is COCCOC. (2) The reactants are [CH3:1][N:2]1[C:7]2[N:8]=[CH:9][C:10]([O:12][C:13]3[CH:14]=[N:15][CH:16]=[C:17]([C:19]([F:22])([F:21])[F:20])[CH:18]=3)=[CH:11][C:6]=2[C:5](=[O:23])[N:4]([CH2:24][CH2:25][CH2:26][O:27][CH:28]2[CH2:33][CH2:32][CH2:31][CH2:30][O:29]2)[C:3]1=[O:34].[Li+].CC([N-]C(C)C)C.[Cl:43][C:44]1[CH:51]=[CH:50][C:47]([CH:48]=[O:49])=[CH:46][CH:45]=1. The catalyst is C1COCC1.CC(=O)OCC.O. The product is [Cl:43][C:44]1[CH:51]=[CH:50][C:47]([CH:48]([OH:49])[C:11]2[C:6]3[C:5](=[O:23])[N:4]([CH2:24][CH2:25][CH2:26][O:27][CH:28]4[CH2:33][CH2:32][CH2:31][CH2:30][O:29]4)[C:3](=[O:34])[N:2]([CH3:1])[C:7]=3[N:8]=[CH:9][C:10]=2[O:12][C:13]2[CH:14]=[N:15][CH:16]=[C:17]([C:19]([F:22])([F:20])[F:21])[CH:18]=2)=[CH:46][CH:45]=1. The yield is 0.391. (3) The reactants are [Cl:1][C:2]1[CH:3]=[C:4]([OH:17])[CH:5]=[C:6]([O:15][CH3:16])[C:7]=1[CH2:8][N:9]1[CH2:14][CH2:13][CH2:12][CH2:11][CH2:10]1.N1C=CC=CC=1.[F:24][C:25]([F:31])([F:30])[S:26](Cl)(=[O:28])=[O:27]. The catalyst is C(Cl)Cl. The product is [Cl:1][C:2]1[CH:3]=[C:4]([O:17][S:26]([C:25]([F:31])([F:30])[F:24])(=[O:28])=[O:27])[CH:5]=[C:6]([O:15][CH3:16])[C:7]=1[CH2:8][N:9]1[CH2:10][CH2:11][CH2:12][CH2:13][CH2:14]1. The yield is 0.730.